From a dataset of Full USPTO retrosynthesis dataset with 1.9M reactions from patents (1976-2016). Predict the reactants needed to synthesize the given product. (1) Given the product [CH3:1][C:2]1[CH:11]=[CH:10][CH:9]=[C:8]2[C:3]=1[CH2:4][CH2:5][CH2:6][C@H:7]2[N:12]1[CH2:17][CH2:16][CH:15]([N:18]2[C:22]3[CH:23]=[CH:24][CH:25]=[CH:26][C:21]=3[N:20]([CH2:31][C:32]([NH:38][CH3:37])=[O:34])[C:19]2=[O:27])[CH2:14][CH2:13]1, predict the reactants needed to synthesize it. The reactants are: [CH3:1][C:2]1[CH:11]=[CH:10][CH:9]=[C:8]2[C:3]=1[CH2:4][CH2:5][CH2:6][C@H:7]2[N:12]1[CH2:17][CH2:16][CH:15]([N:18]2[C:22]3[CH:23]=[CH:24][CH:25]=[CH:26][C:21]=3[NH:20][C:19]2=[O:27])[CH2:14][CH2:13]1.[H-].[Na+].Br[CH2:31][C:32]([O:34]CC)=O.[CH3:37][N:38](C=O)C. (2) Given the product [CH3:36][C:35]([CH2:34][CH2:33][NH:24][C@H:23]([C:19]([NH:5][C@H:4]([C:3]([O:2][CH3:1])=[O:13])[CH2:6][C:7]1[CH:12]=[CH:11][CH:10]=[CH:9][CH:8]=1)=[O:20])[CH2:14][C:15]([OH:17])=[O:16])([CH3:38])[CH3:37], predict the reactants needed to synthesize it. The reactants are: [CH3:1][O:2][C:3](=[O:13])[C@H:4]([CH2:6][C:7]1[CH:12]=[CH:11][CH:10]=[CH:9][CH:8]=1)[NH2:5].[CH3:14][C:15]([O-:17])=[O:16].[Na+].[C:19]([CH:23]1C(=O)OC(C(Cl)(Cl)Cl)[N:24]1[CH2:33][CH2:34][C:35]([CH3:38])([CH3:37])[CH3:36])(OC)=[O:20]. (3) Given the product [C:15]([N:14]1[C:11]2[CH:12]=[CH:13][C:8]([C:5]3[CH:4]=[N:3][C:2]([NH2:1])=[N:7][CH:6]=3)=[CH:9][C:10]=2[N:19]=[C:26]1[C:25]1[CH:28]=[C:21]([Cl:20])[CH:22]=[CH:23][C:24]=1[C:29]1[O:33][N:32]=[C:31]([CH3:34])[N:30]=1)([CH3:16])([CH3:18])[CH3:17], predict the reactants needed to synthesize it. The reactants are: [NH2:1][C:2]1[N:7]=[CH:6][C:5]([C:8]2[CH:9]=[C:10]([NH2:19])[C:11]([NH:14][C:15]([CH3:18])([CH3:17])[CH3:16])=[CH:12][CH:13]=2)=[CH:4][N:3]=1.[Cl:20][C:21]1[CH:22]=[CH:23][C:24]([C:29]2[O:33][N:32]=[C:31]([CH3:34])[N:30]=2)=[C:25]([CH:28]=1)[CH:26]=O.OOS([O-])=O.[K+]. (4) Given the product [C:1]([C:5]1[O:9][C:8]([NH:15][C:19](=[O:20])[O:22][CH2:24][C:25]2[CH:30]=[CH:29][CH:28]=[CH:27][CH:26]=2)=[N:7][CH:6]=1)([CH3:2])([CH3:3])[CH3:4], predict the reactants needed to synthesize it. The reactants are: [C:1]([C:5]1[O:9][C:8](C(NN)=O)=[N:7][CH:6]=1)([CH3:4])([CH3:3])[CH3:2].Cl.[N:15]([O-])=O.[Na+].[C:19]([O-:22])(O)=[O:20].[Na+].[CH2:24](O)[C:25]1[CH:30]=[CH:29][CH:28]=[CH:27][CH:26]=1. (5) Given the product [ClH:20].[NH2:17][C:13]1[CH:14]=[C:15]2[C:10](=[CH:11][CH:12]=1)[CH2:9][NH:8][CH2:16]2, predict the reactants needed to synthesize it. The reactants are: C([N:8]1[CH2:16][C:15]2[C:10](=[CH:11][CH:12]=[C:13]([N+:17]([O-])=O)[CH:14]=2)[CH2:9]1)C1C=CC=CC=1.[ClH:20]. (6) Given the product [Cl:29][C:28]1[C:20]([Cl:19])=[CH:21][C:22]2[N:9]([CH2:36][C:37]3[CH:42]=[CH:41][C:40]([C:43]#[N:44])=[CH:39][CH:38]=3)[C:24]([CH2:30][C:31]([F:32])([F:33])[F:34])=[N:25][C:26]=2[CH:27]=1, predict the reactants needed to synthesize it. The reactants are: [H-].[Na+].ClC1C2N=C(CC(F)(F)F)[N:9](Cl)C=2C=CC=1.[Cl:19][C:20]1[CH:21]=[C:22]2[C:26](=[CH:27][C:28]=1[Cl:29])[NH:25][C:24]([CH2:30][C:31]([F:34])([F:33])[F:32])=C2.Br[CH2:36][C:37]1[CH:42]=[CH:41][C:40]([C:43]#[N:44])=[CH:39][CH:38]=1.[NH4+].[Cl-]. (7) Given the product [C:1]([C:4]1[CH:9]=[CH:8][C:7]([C:10]2[CH:15]=[CH:14][C:13]([O:16][CH3:17])=[CH:12][CH:11]=2)=[C:6]([F:25])[CH:5]=1)(=[O:3])[CH3:2], predict the reactants needed to synthesize it. The reactants are: [C:1]([C:4]1[CH:9]=[CH:8][C:7]([C:10]2[CH:15]=[CH:14][C:13]([O:16][CH3:17])=[CH:12][CH:11]=2)=[C:6](N)[CH:5]=1)(=[O:3])[CH3:2].O1CCCC1.B(F)(F)[F:25].F.N([O-])=O.[Na+]. (8) Given the product [O:23]1[CH2:27][CH2:26][CH:25]([CH2:28][NH:29][C:15]([C:12]2[CH:11]=[C:10]([CH2:9][O:8][CH2:7][C:6]3[CH:5]=[CH:4][C:3]([C:2]([F:1])([F:21])[F:20])=[CH:19][CH:18]=3)[O:14][N:13]=2)=[O:17])[CH2:24]1, predict the reactants needed to synthesize it. The reactants are: [F:1][C:2]([F:21])([F:20])[C:3]1[CH:19]=[CH:18][C:6]([CH2:7][O:8][CH2:9][C:10]2[O:14][N:13]=[C:12]([C:15]([OH:17])=O)[CH:11]=2)=[CH:5][CH:4]=1.Cl.[O:23]1[CH2:27][CH2:26][CH:25]([CH2:28][NH2:29])[CH2:24]1.C(N(CC)CC)C.ON1C2C=CC=CC=2N=N1.Cl.C(N=C=NCCCN(C)C)C.